Task: Regression. Given two drug SMILES strings and cell line genomic features, predict the synergy score measuring deviation from expected non-interaction effect.. Dataset: NCI-60 drug combinations with 297,098 pairs across 59 cell lines (1) Drug 1: C1=CC(=C2C(=C1NCCNCCO)C(=O)C3=C(C=CC(=C3C2=O)O)O)NCCNCCO. Drug 2: CCN(CC)CCCC(C)NC1=C2C=C(C=CC2=NC3=C1C=CC(=C3)Cl)OC. Cell line: CAKI-1. Synergy scores: CSS=56.0, Synergy_ZIP=1.69, Synergy_Bliss=3.70, Synergy_Loewe=-13.2, Synergy_HSA=7.12. (2) Drug 1: CC(CN1CC(=O)NC(=O)C1)N2CC(=O)NC(=O)C2. Drug 2: CCCCCOC(=O)NC1=NC(=O)N(C=C1F)C2C(C(C(O2)C)O)O. Cell line: NCI-H226. Synergy scores: CSS=10.8, Synergy_ZIP=0.223, Synergy_Bliss=4.16, Synergy_Loewe=3.43, Synergy_HSA=4.39. (3) Drug 1: CN1C2=C(C=C(C=C2)N(CCCl)CCCl)N=C1CCCC(=O)O.Cl. Drug 2: CC1=C(C(=O)C2=C(C1=O)N3CC4C(C3(C2COC(=O)N)OC)N4)N. Cell line: PC-3. Synergy scores: CSS=14.3, Synergy_ZIP=1.14, Synergy_Bliss=-0.613, Synergy_Loewe=-14.0, Synergy_HSA=-0.194. (4) Drug 2: C(CN)CNCCSP(=O)(O)O. Drug 1: C1CCC(C1)C(CC#N)N2C=C(C=N2)C3=C4C=CNC4=NC=N3. Synergy scores: CSS=-4.52, Synergy_ZIP=2.52, Synergy_Bliss=-0.330, Synergy_Loewe=-6.22, Synergy_HSA=-6.30. Cell line: SK-MEL-2. (5) Drug 1: C1CC(C1)(C(=O)O)C(=O)O.[NH2-].[NH2-].[Pt+2]. Drug 2: C1C(C(OC1N2C=NC3=C2NC=NCC3O)CO)O. Cell line: K-562. Synergy scores: CSS=12.4, Synergy_ZIP=-4.40, Synergy_Bliss=-4.59, Synergy_Loewe=-7.54, Synergy_HSA=-7.08. (6) Drug 1: CNC(=O)C1=CC=CC=C1SC2=CC3=C(C=C2)C(=NN3)C=CC4=CC=CC=N4. Drug 2: COC1=C(C=C2C(=C1)N=CN=C2NC3=CC(=C(C=C3)F)Cl)OCCCN4CCOCC4. Cell line: TK-10. Synergy scores: CSS=47.3, Synergy_ZIP=11.0, Synergy_Bliss=12.2, Synergy_Loewe=7.23, Synergy_HSA=12.6.